This data is from Peptide-MHC class I binding affinity with 185,985 pairs from IEDB/IMGT. The task is: Regression. Given a peptide amino acid sequence and an MHC pseudo amino acid sequence, predict their binding affinity value. This is MHC class I binding data. (1) The peptide sequence is FPISPIETV. The MHC is HLA-B51:01 with pseudo-sequence HLA-B51:01. The binding affinity (normalized) is 0.539. (2) The MHC is Mamu-B03 with pseudo-sequence Mamu-B03. The peptide sequence is ERLTARGLL. The binding affinity (normalized) is 0.385. (3) The peptide sequence is NALEKALRW. The MHC is HLA-A29:02 with pseudo-sequence HLA-A29:02. The binding affinity (normalized) is 0.0847. (4) The peptide sequence is MQLQLNCAY. The MHC is HLA-A30:01 with pseudo-sequence HLA-A30:01. The binding affinity (normalized) is 0.0847. (5) The peptide sequence is FLRATTELR. The MHC is HLA-A02:01 with pseudo-sequence HLA-A02:01. The binding affinity (normalized) is 0.